This data is from Catalyst prediction with 721,799 reactions and 888 catalyst types from USPTO. The task is: Predict which catalyst facilitates the given reaction. (1) Reactant: Cl.[NH2:2][CH2:3][C:4]1[CH:5]=[C:6]2[C:10](=[CH:11][CH:12]=1)[C:9](=[O:13])[N:8]([CH:14]1[CH2:19][CH2:18][C:17](=[O:20])[NH:16][C:15]1=[O:21])[CH2:7]2.[Cl:22][C:23]1[CH:24]=[C:25]([C:31]([F:36])([F:35])[C:32](O)=[O:33])[CH:26]=[CH:27][C:28]=1[O:29][CH3:30].F[P-](F)(F)(F)(F)F.CN(C(N(C)C)=[N+]1C2C(=NC=CC=2)[N+]([O-])=N1)C.C(N(C(C)C)CC)(C)C. Product: [Cl:22][C:23]1[CH:24]=[C:25]([C:31]([F:35])([F:36])[C:32]([NH:2][CH2:3][C:4]2[CH:5]=[C:6]3[C:10](=[CH:11][CH:12]=2)[C:9](=[O:13])[N:8]([CH:14]2[CH2:19][CH2:18][C:17](=[O:20])[NH:16][C:15]2=[O:21])[CH2:7]3)=[O:33])[CH:26]=[CH:27][C:28]=1[O:29][CH3:30]. The catalyst class is: 35. (2) Reactant: [Cl:1][C:2]1[C:7]([CH2:8]O)=[CH:6][CH:5]=[CH:4][C:3]=1[OH:10].P(Br)(Br)[Br:12].O. Product: [Br:12][CH2:8][C:7]1[C:2]([Cl:1])=[C:3]([OH:10])[CH:4]=[CH:5][CH:6]=1. The catalyst class is: 22. (3) Reactant: C(O[C:6]([N:8]1[CH2:13][CH2:12][N:11]([C:14]2[C:19]([CH:20]=[N:21][O:22][CH2:23][CH3:24])=[C:18]([NH2:25])[N:17]=[CH:16][N:15]=2)[CH2:10][CH2:9]1)=[O:7])(C)(C)C.C(O)(C(F)(F)F)=O.C(Cl)Cl.[CH:36]([C:39]1[CH:44]=[CH:43][C:42]([CH2:45]C(O)=O)=[CH:41][CH:40]=1)([CH3:38])[CH3:37].C1C=CC2N(O)N=NC=2C=1.CN(C(ON1N=NC2C=CC=CC1=2)=[N+](C)C)C.F[P-](F)(F)(F)(F)F.CCN(C(C)C)C(C)C. Product: [CH2:23]([O:22][N:21]=[CH:20][C:19]1[C:18]([NH2:25])=[N:17][CH:16]=[N:15][C:14]=1[N:11]1[CH2:10][CH2:9][N:8]([C:6](=[O:7])[CH2:45][C:42]2[CH:43]=[CH:44][C:39]([CH:36]([CH3:38])[CH3:37])=[CH:40][CH:41]=2)[CH2:13][CH2:12]1)[CH3:24]. The catalyst class is: 1.